Dataset: Full USPTO retrosynthesis dataset with 1.9M reactions from patents (1976-2016). Task: Predict the reactants needed to synthesize the given product. (1) The reactants are: Cl[CH2:2][C:3]1[N:4]=[C:5]([C:9]2[CH:14]=[CH:13][CH:12]=[CH:11][CH:10]=2)[O:6][C:7]=1[CH3:8].[OH:15][C:16]1[CH:25]=[CH:24][C:19]([C:20]([O:22][CH3:23])=[O:21])=[CH:18][CH:17]=1.C(=O)([O-])[O-].[K+].[K+]. Given the product [CH3:23][O:22][C:20](=[O:21])[C:19]1[CH:24]=[CH:25][C:16]([O:15][CH2:2][C:3]2[N:4]=[C:5]([C:9]3[CH:14]=[CH:13][CH:12]=[CH:11][CH:10]=3)[O:6][C:7]=2[CH3:8])=[CH:17][CH:18]=1, predict the reactants needed to synthesize it. (2) The reactants are: [K].Cl[CH:3]([CH:9]=O)[C:4]([O:6][CH2:7][CH3:8])=[O:5].[NH2:11][C:12]1[CH:17]=[CH:16][CH:15]=[C:14]([NH2:18])[N:13]=1.C(O)(=O)C. Given the product [NH2:18][C:14]1[N:13]2[C:3]([C:4]([O:6][CH2:7][CH3:8])=[O:5])=[CH:9][N:11]=[C:12]2[CH:17]=[CH:16][CH:15]=1, predict the reactants needed to synthesize it. (3) Given the product [CH2:26]([N:28]1[CH2:29][CH2:30][N:31]([CH2:34][C:35]2[N:40]=[CH:39][C:38]([NH:41][C:23]([C:16]3[C:17]4[N:18]=[CH:19][CH:20]=[N:21][C:22]=4[C:13]([C:3]4[C:2]([F:1])=[C:7]([O:8][CH3:9])[CH:6]=[C:5]([O:10][CH3:11])[C:4]=4[F:12])=[CH:14][CH:15]=3)=[O:25])=[CH:37][CH:36]=2)[CH2:32][CH2:33]1)[CH3:27], predict the reactants needed to synthesize it. The reactants are: [F:1][C:2]1[C:7]([O:8][CH3:9])=[CH:6][C:5]([O:10][CH3:11])=[C:4]([F:12])[C:3]=1[C:13]1[C:22]2[N:21]=[CH:20][CH:19]=[N:18][C:17]=2[C:16]([C:23]([OH:25])=O)=[CH:15][CH:14]=1.[CH2:26]([N:28]1[CH2:33][CH2:32][N:31]([CH2:34][C:35]2[N:40]=[CH:39][C:38]([NH2:41])=[CH:37][CH:36]=2)[CH2:30][CH2:29]1)[CH3:27]. (4) Given the product [CH3:16][O:15][C:9]1[CH:8]=[C:7]([CH2:6][CH2:5][C:1]#[N:2])[CH:12]=[CH:11][C:10]=1[O:13][CH3:14], predict the reactants needed to synthesize it. The reactants are: [C-:1]#[N:2].[K+].I[CH2:5][CH2:6][C:7]1[CH:12]=[CH:11][C:10]([O:13][CH3:14])=[C:9]([O:15][CH3:16])[CH:8]=1. (5) Given the product [CH2:1]([O:3][C:4]([C:5]1[C:14]2[C:9](=[CH:10][CH:11]=[C:12]([CH2:15][C:16]([O:18][CH2:19][CH3:20])=[O:17])[CH:13]=2)[NH:8][C:6]=1[CH3:7])=[O:22])[CH3:2], predict the reactants needed to synthesize it. The reactants are: [CH2:1]([O:3][C:4](=[O:22])[CH:5]=[C:6]([NH:8][C:9]1[CH:14]=[CH:13][C:12]([CH2:15][C:16]([O:18][CH2:19][CH3:20])=[O:17])=[CH:11][C:10]=1I)[CH3:7])[CH3:2].C(N(CCC)CCC)CC.C(OCC)(=O)C.